From a dataset of Reaction yield outcomes from USPTO patents with 853,638 reactions. Predict the reaction yield, written as a fraction of the theoretical maximum amount of product (1.0 means a 100% yield; for example, 0.34 means a 34% yield). (1) The reactants are [C:1]([C:3]1[N:4]=[C:5]([C:18]2[C:23]([F:24])=[CH:22][CH:21]=[CH:20][C:19]=2[F:25])[O:6][C:7]=1[NH:8][C:9]1[CH:17]=[CH:16][C:12]([C:13]([OH:15])=O)=[CH:11][CH:10]=1)#[N:2].F[P-](F)(F)(F)(F)F.N1(OC(N(C)C)=[N+](C)C)C2N=CC=CC=2N=N1.C(N(C(C)C)CC)(C)C.[NH:59]1[CH2:64][CH2:63][O:62][CH2:61][CH2:60]1. The catalyst is CCOC(C)=O. The product is [F:25][C:19]1[CH:20]=[CH:21][CH:22]=[C:23]([F:24])[C:18]=1[C:5]1[O:6][C:7]([NH:8][C:9]2[CH:17]=[CH:16][C:12]([C:13]([N:59]3[CH2:64][CH2:63][O:62][CH2:61][CH2:60]3)=[O:15])=[CH:11][CH:10]=2)=[C:3]([C:1]#[N:2])[N:4]=1. The yield is 0.370. (2) The reactants are CCN(C(C)C)C(C)C.[CH2:10]([O:17][N:18]1[C:24](=[O:25])[N:23]2[CH2:26][C@H:19]1[CH2:20][CH2:21][C@H:22]2[C:27]([NH:29][NH2:30])=[O:28])[C:11]1[CH:16]=[CH:15][CH:14]=[CH:13][CH:12]=1.[C:31]([O:35][C:36]([NH:38][CH2:39][CH2:40][C:41](O)=[O:42])=[O:37])([CH3:34])([CH3:33])[CH3:32].CN(C(ON1N=NC2C=CC=NC1=2)=[N+](C)C)C.F[P-](F)(F)(F)(F)F. The catalyst is CN(C=O)C. The product is [CH2:10]([O:17][N:18]1[C:24](=[O:25])[N:23]2[CH2:26][C@H:19]1[CH2:20][CH2:21][C@H:22]2[C:27]([NH:29][NH:30][C:41](=[O:42])[CH2:40][CH2:39][NH:38][C:36](=[O:37])[O:35][C:31]([CH3:32])([CH3:33])[CH3:34])=[O:28])[C:11]1[CH:16]=[CH:15][CH:14]=[CH:13][CH:12]=1. The yield is 0.870. (3) The catalyst is ClCCCl. The reactants are [CH3:1][O:2][C:3]1[CH:13]=[N:12][C:11]2[S:10][CH2:9][CH2:8][NH:7][CH2:6][C:5]=2[CH:4]=1.[F:14][C:15]1[CH:24]=[C:23]([CH:25]=O)[CH:22]=[CH:21][C:16]=1[C:17]([O:19][CH3:20])=[O:18].C(O[BH-](OC(=O)C)OC(=O)C)(=O)C.[Na+]. The yield is 0.230. The product is [F:14][C:15]1[CH:24]=[C:23]([CH2:25][N:7]2[CH2:6][C:5]3[CH:4]=[C:3]([O:2][CH3:1])[CH:13]=[N:12][C:11]=3[S:10][CH2:9][CH2:8]2)[CH:22]=[CH:21][C:16]=1[C:17]([O:19][CH3:20])=[O:18]. (4) The reactants are Cl[C:2]1[N:7]([CH3:8])[C:6](=[O:9])[CH:5]=[C:4]([C:10]2[CH:15]=[CH:14][N:13]=[CH:12][C:11]=2[F:16])[N:3]=1.[O:17]1[CH2:21][CH2:20][C@@H:19]([NH:22][C:23]2[CH:28]=[CH:27][C:26]([C@@H:29]3[O:34][CH2:33][CH2:32][NH:31][CH2:30]3)=[CH:25][CH:24]=2)[CH2:18]1.C(N(CC)CC)C. The catalyst is O1CCCC1. The product is [O:17]1[CH2:21][CH2:20][C@@H:19]([NH:22][C:23]2[CH:24]=[CH:25][C:26]([C@@H:29]3[O:34][CH2:33][CH2:32][N:31]([C:2]4[N:7]([CH3:8])[C:6](=[O:9])[CH:5]=[C:4]([C:10]5[CH:15]=[CH:14][N:13]=[CH:12][C:11]=5[F:16])[N:3]=4)[CH2:30]3)=[CH:27][CH:28]=2)[CH2:18]1. The yield is 0.470. (5) The reactants are S(=O)(=O)(O)O.[Br:6][C:7]1[C:16]2[C:11](=[CH:12][C:13]([C:17]([OH:19])=[O:18])=[CH:14][CH:15]=2)[C:10](=[O:20])[NH:9][N:8]=1.[CH2:21](O)[CH3:22]. No catalyst specified. The product is [CH2:21]([O:18][C:17]([C:13]1[CH:12]=[C:11]2[C:16](=[CH:15][CH:14]=1)[C:7]([Br:6])=[N:8][NH:9][C:10]2=[O:20])=[O:19])[CH3:22]. The yield is 0.310. (6) The reactants are [CH:1]1([C:5]2[O:9][N:8]=[C:7]([C:10]3[C:15]([Cl:16])=[CH:14][CH:13]=[CH:12][C:11]=3[Cl:17])[C:6]=2[CH2:18][O:19][C:20]2[CH:25]=[CH:24][C:23]([C:26]3[CH:27]=[C:28]4[C:33](=[CH:34][CH:35]=3)[C:32]([C:36]([O:38]C)=[O:37])=[CH:31][CH:30]=[CH:29]4)=[CH:22][CH:21]=2)[CH2:4][CH2:3][CH2:2]1.O1CCCC1.[OH-].[Na+]. The catalyst is CO. The product is [CH:1]1([C:5]2[O:9][N:8]=[C:7]([C:10]3[C:15]([Cl:16])=[CH:14][CH:13]=[CH:12][C:11]=3[Cl:17])[C:6]=2[CH2:18][O:19][C:20]2[CH:21]=[CH:22][C:23]([C:26]3[CH:27]=[C:28]4[C:33](=[CH:34][CH:35]=3)[C:32]([C:36]([OH:38])=[O:37])=[CH:31][CH:30]=[CH:29]4)=[CH:24][CH:25]=2)[CH2:2][CH2:3][CH2:4]1. The yield is 0.890. (7) The reactants are [Si]([O:8][CH2:9][CH2:10][C@H:11]1[CH2:22][CH2:21][C:20]2[S:19][C:18]3[N:17]=[CH:16][N:15]=[C:14]([O:23][CH:24]4[CH2:29][CH2:28][C:27]([NH:32]C(=O)OC(C)(C)C)([CH2:30][CH3:31])[CH2:26][CH2:25]4)[C:13]=3[C:12]1=2)(C(C)(C)C)(C)C.Cl. The catalyst is ClCCl. The product is [NH2:32][C:27]1([CH2:30][CH3:31])[CH2:28][CH2:29][CH:24]([O:23][C:14]2[C:13]3[C:12]4[C@@H:11]([CH2:10][CH2:9][OH:8])[CH2:22][CH2:21][C:20]=4[S:19][C:18]=3[N:17]=[CH:16][N:15]=2)[CH2:25][CH2:26]1. The yield is 0.800. (8) The reactants are [C:1]1([CH2:7][CH:8]([C:10]2([C:16]3[CH:21]=[CH:20][CH:19]=[CH:18][CH:17]=3)SCCCS2)[OH:9])[CH:6]=[CH:5][CH:4]=[CH:3][CH:2]=1.C(#N)C.[OH2:25]. The catalyst is C(OCC)(=O)C. The product is [OH:9][CH:8]([CH2:7][C:1]1[CH:6]=[CH:5][CH:4]=[CH:3][CH:2]=1)[C:10]([C:16]1[CH:21]=[CH:20][CH:19]=[CH:18][CH:17]=1)=[O:25]. The yield is 0.740.